From a dataset of Forward reaction prediction with 1.9M reactions from USPTO patents (1976-2016). Predict the product of the given reaction. Given the reactants Cl.[NH2:2][CH:3]1[CH2:8][CH2:7][CH:6]([NH:9][C:10]([C:12]2[C:13]([C:18]3[C:23]([Cl:24])=[CH:22][CH:21]=[CH:20][C:19]=3[Cl:25])=[N:14][O:15][C:16]=2[CH3:17])=[O:11])[CH2:5][CH2:4]1.[C:26](O)(=O)[CH3:27].[CH:30](=O)[CH3:31].[BH-](OC(C)=O)(OC(C)=O)OC(C)=O.[Na+], predict the reaction product. The product is: [Cl:24][C:23]1[CH:22]=[CH:21][CH:20]=[C:19]([Cl:25])[C:18]=1[C:13]1[C:12]([C:10]([NH:9][CH:6]2[CH2:7][CH2:8][CH:3]([N:2]([CH2:26][CH3:27])[CH2:30][CH3:31])[CH2:4][CH2:5]2)=[O:11])=[C:16]([CH3:17])[O:15][N:14]=1.